This data is from Catalyst prediction with 721,799 reactions and 888 catalyst types from USPTO. The task is: Predict which catalyst facilitates the given reaction. Reactant: [C:1]([C:5]1[CH:9]=[C:8]([NH:10][C:11]([NH:13][CH2:14][C:15]2[CH:20]=[C:19]([F:21])[CH:18]=[CH:17][C:16]=2[O:22][C:23]2[CH:24]=[C:25]3[C:29](=[CH:30][CH:31]=2)[N:28]([CH2:32][CH:33](OC)[O:34]C)[N:27]=[CH:26]3)=[O:12])[N:7]([C:38]2[CH:43]=[CH:42][C:41]([CH3:44])=[CH:40][CH:39]=2)[N:6]=1)([CH3:4])([CH3:3])[CH3:2].I[Si](C)(C)C. Product: [C:1]([C:5]1[CH:9]=[C:8]([NH:10][C:11]([NH:13][CH2:14][C:15]2[CH:20]=[C:19]([F:21])[CH:18]=[CH:17][C:16]=2[O:22][C:23]2[CH:24]=[C:25]3[C:29](=[CH:30][CH:31]=2)[N:28]([CH2:32][CH:33]=[O:34])[N:27]=[CH:26]3)=[O:12])[N:7]([C:38]2[CH:43]=[CH:42][C:41]([CH3:44])=[CH:40][CH:39]=2)[N:6]=1)([CH3:4])([CH3:3])[CH3:2]. The catalyst class is: 4.